This data is from Catalyst prediction with 721,799 reactions and 888 catalyst types from USPTO. The task is: Predict which catalyst facilitates the given reaction. (1) Reactant: [C:1]1([C@@H:7]2[CH2:12][CH2:11][C@H:10]([CH2:13][NH2:14])[CH2:9][CH2:8]2)[CH:6]=[CH:5][CH:4]=[CH:3][CH:2]=1.[C:15]([C:17]1[CH:18]=[C:19]([CH:23]=[CH:24][CH:25]=1)[C:20](Cl)=[O:21])#[N:16].CCN(CC)CC. Product: [C:15]([C:17]1[CH:18]=[C:19]([CH:23]=[CH:24][CH:25]=1)[C:20]([NH:14][CH2:13][C@H:10]1[CH2:11][CH2:12][C@@H:7]([C:1]2[CH:6]=[CH:5][CH:4]=[CH:3][CH:2]=2)[CH2:8][CH2:9]1)=[O:21])#[N:16]. The catalyst class is: 2. (2) Reactant: [OH:1][CH2:2][CH2:3][NH:4][C:5](=[O:11])[O:6][C:7]([CH3:10])([CH3:9])[CH3:8].C(N(C(C)C)CC)(C)C.[S:21](Cl)([CH3:24])(=[O:23])=[O:22]. Product: [CH3:24][S:21]([O:1][CH2:2][CH2:3][NH:4][C:5](=[O:11])[O:6][C:7]([CH3:8])([CH3:10])[CH3:9])(=[O:23])=[O:22]. The catalyst class is: 4. (3) Product: [F:27][C:25]([F:26])([F:28])[C:22]1[CH:23]=[CH:24][C:19]([NH:18][C:15]2[C:16]3[N:17]=[C:9]([CH2:8][C:7]4[CH:29]=[CH:30][CH:31]=[CH:32][C:6]=4[C:4](=[O:3])[CH3:5])[S:10][C:11]=3[N:12]=[CH:13][N:14]=2)=[CH:20][CH:21]=1. The catalyst class is: 49. Reactant: C([O:3][C:4]([C:6]1[CH:32]=[CH:31][CH:30]=[CH:29][C:7]=1[CH2:8][C:9]1[S:10][C:11]2[N:12]=[CH:13][N:14]=[C:15]([NH:18][C:19]3[CH:24]=[CH:23][C:22]([C:25]([F:28])([F:27])[F:26])=[CH:21][CH:20]=3)[C:16]=2[N:17]=1)=[CH2:5])C.Cl. (4) Reactant: [H-].[Na+].[Cl:3][C:4]1[N:12]=[C:11]2[C:7]([NH:8][CH:9]=[N:10]2)=[C:6]([Cl:13])[N:5]=1.[CH2:14](Br)[C:15]1[CH:20]=[CH:19][CH:18]=[CH:17][CH:16]=1.O. Product: [CH2:14]([N:10]1[CH:9]=[N:8][C:7]2[C:11]1=[N:12][C:4]([Cl:3])=[N:5][C:6]=2[Cl:13])[C:15]1[CH:20]=[CH:19][CH:18]=[CH:17][CH:16]=1.[CH2:14]([N:8]1[C:7]2[C:11](=[N:12][C:4]([Cl:3])=[N:5][C:6]=2[Cl:13])[N:10]=[CH:9]1)[C:15]1[CH:20]=[CH:19][CH:18]=[CH:17][CH:16]=1. The catalyst class is: 9. (5) Reactant: [O:1]1[CH2:6][CH2:5][O:4][CH2:3][CH:2]1[C:7]([OH:9])=[O:8].[C:10](=O)([O-])[O-].[K+].[K+].IC.O. Product: [CH3:10][O:8][C:7]([CH:2]1[CH2:3][O:4][CH2:5][CH2:6][O:1]1)=[O:9]. The catalyst class is: 391. (6) Reactant: [Cl:1][C:2]1[CH:7]=[CH:6][C:5]([NH:8][C:9]([NH:11][CH2:12][CH:13]2[O:18][CH2:17][CH2:16][NH:15][CH2:14]2)=[O:10])=[CH:4][CH:3]=1.Cl[CH2:20][C:21]1[C:30]2[C:25](=[CH:26][CH:27]=[CH:28][CH:29]=2)[CH:24]=[CH:23][CH:22]=1. Product: [Cl:1][C:2]1[CH:7]=[CH:6][C:5]([NH:8][C:9]([NH:11][CH2:12][CH:13]2[O:18][CH2:17][CH2:16][N:15]([CH2:20][C:21]3[C:30]4[C:25](=[CH:26][CH:27]=[CH:28][CH:29]=4)[CH:24]=[CH:23][CH:22]=3)[CH2:14]2)=[O:10])=[CH:4][CH:3]=1. The catalyst class is: 9.